Dataset: Forward reaction prediction with 1.9M reactions from USPTO patents (1976-2016). Task: Predict the product of the given reaction. (1) The product is: [N:13]1[C:14]2[C:19](=[CH:18][CH:17]=[CH:16][CH:15]=2)[CH:20]=[C:11]([NH:10][C:4]2[C:5]3[CH2:9][N:8]([CH2:26][C:25]4[S:21][CH:22]=[N:23][CH:24]=4)[CH2:7][C:6]=3[N:1]=[CH:2][N:3]=2)[CH:12]=1. Given the reactants [N:1]1[C:6]2[CH2:7][NH:8][CH2:9][C:5]=2[C:4]([NH:10][C:11]2[CH:12]=[N:13][C:14]3[C:19]([CH:20]=2)=[CH:18][CH:17]=[CH:16][CH:15]=3)=[N:3][CH:2]=1.[S:21]1[C:25]([CH:26]=O)=[CH:24][N:23]=[CH:22]1.ClCCCl.CO.C(O[BH-](OC(=O)C)OC(=O)C)(=O)C.[Na+], predict the reaction product. (2) Given the reactants C(=O)([O-])[O-].[K+].[K+].C[Si]([C:11]#[C:12][C:13]1[CH:18]=[CH:17][C:16]([C:19]2([NH2:22])[CH2:21][CH2:20]2)=[CH:15][CH:14]=1)(C)C, predict the reaction product. The product is: [C:12]([C:13]1[CH:18]=[CH:17][C:16]([C:19]2([NH2:22])[CH2:20][CH2:21]2)=[CH:15][CH:14]=1)#[CH:11]. (3) Given the reactants [O:1]([C:8]1[CH:13]=[CH:12][C:11]([S:14][CH:15]2[CH:20]3[CH2:21][CH2:22][N:17]([CH2:18][CH2:19]3)[CH2:16]2)=[CH:10][CH:9]=1)[C:2]1[CH:7]=[CH:6][CH:5]=[CH:4][CH:3]=1.[ClH:23], predict the reaction product. The product is: [ClH:23].[O:1]([C:8]1[CH:9]=[CH:10][C:11]([S:14][CH:15]2[CH:20]3[CH2:21][CH2:22][N:17]([CH2:18][CH2:19]3)[CH2:16]2)=[CH:12][CH:13]=1)[C:2]1[CH:3]=[CH:4][CH:5]=[CH:6][CH:7]=1.